From a dataset of Catalyst prediction with 721,799 reactions and 888 catalyst types from USPTO. Predict which catalyst facilitates the given reaction. (1) Reactant: [O:1]1[CH2:6][CH2:5][CH2:4][CH:3]([C:7]2[C:8]([O:13][C:14]3[CH:20]=[CH:19][C:17]([NH2:18])=[CH:16][CH:15]=3)=[N:9][CH:10]=[CH:11][N:12]=2)[CH2:2]1.Cl[C:22]1[CH:27]=[CH:26][CH:25]=[CH:24][N:23]=1. Product: [O:1]1[CH2:6][CH2:5][CH2:4][CH:3]([C:7]2[C:8]([O:13][C:14]3[CH:20]=[CH:19][C:17]([NH:18][C:22]4[CH:27]=[CH:26][CH:25]=[CH:24][N:23]=4)=[CH:16][CH:15]=3)=[N:9][CH:10]=[CH:11][N:12]=2)[CH2:2]1. The catalyst class is: 389. (2) Reactant: C1C=CC2N(O)N=NC=2C=1.CN1CCOCC1.[C:18]([O:22][C:23]([NH:25][C@@H:26]([C:32]([OH:34])=O)[CH2:27][C:28]([CH3:31])([CH3:30])[CH3:29])=[O:24])([CH3:21])([CH3:20])[CH3:19].C(Cl)CCl.Cl.[CH3:40][O:41][C:42](=[O:50])[C@H:43]([CH2:45][C:46]([CH3:49])([CH3:48])[CH3:47])[NH2:44]. Product: [CH3:40][O:41][C:42](=[O:50])[C@H:43]([CH2:45][C:46]([CH3:48])([CH3:47])[CH3:49])[NH:44][C:32](=[O:34])[C@@H:26]([CH2:27][C:28]([CH3:29])([CH3:30])[CH3:31])[NH:25][C:23]([O:22][C:18]([CH3:19])([CH3:20])[CH3:21])=[O:24]. The catalyst class is: 4. (3) Reactant: [OH-].[Li+].[F:3][C:4]1[CH:5]=[C:6]([NH:11][C:12]2[N:21]=[CH:20][CH:19]=[CH:18][C:13]=2[C:14]([O:16]C)=[O:15])[CH:7]=[CH:8][C:9]=1[CH3:10]. Product: [F:3][C:4]1[CH:5]=[C:6]([NH:11][C:12]2[N:21]=[CH:20][CH:19]=[CH:18][C:13]=2[C:14]([OH:16])=[O:15])[CH:7]=[CH:8][C:9]=1[CH3:10]. The catalyst class is: 20. (4) Reactant: C([O:3][C:4](=[O:15])[CH2:5][CH:6]([C:13]#[N:14])[CH2:7][C@H:8]([CH3:12])[CH2:9][CH2:10][CH3:11])C.O1CCCC1.[OH-].[Na+:22]. Product: [OH-:3].[Na+:22].[Na+:22].[C:13]([CH:6]([CH2:7][C@H:8]([CH3:12])[CH2:9][CH2:10][CH3:11])[CH2:5][C:4]([O-:15])=[O:3])#[N:14]. The catalyst class is: 6. (5) The catalyst class is: 11. Reactant: [CH3:1][N:2]1[CH2:19][CH:18]2[CH:4]([C:5]3[CH:6]=[CH:7][CH:8]=[CH:9][C:10]=3[O:11][C:12]3[CH:13]=[CH:14][C:15]([Cl:20])=[CH:16][C:17]=32)[CH2:3]1.P([O-])([O-])([O-])=O.C(=O)(O)[O-].[Na+]. Product: [CH3:1][N:2]1[CH2:19][CH:18]2[CH:4]([C:5]3[CH:6]=[CH:7][CH:8]=[CH:9][C:10]=3[O:11][C:12]3[CH:13]=[CH:14][C:15]([Cl:20])=[CH:16][C:17]=32)[CH2:3]1.